Dataset: Forward reaction prediction with 1.9M reactions from USPTO patents (1976-2016). Task: Predict the product of the given reaction. Given the reactants [CH2:1]([O:8][C:9]1[C:10]([N+:20]([O-])=O)=[C:11]([C:15]([O:18][CH3:19])=[CH:16][CH:17]=1)[C:12]([NH2:14])=[O:13])[C:2]1[CH:7]=[CH:6][CH:5]=[CH:4][CH:3]=1.Cl.O, predict the reaction product. The product is: [NH2:20][C:10]1[C:9]([O:8][CH2:1][C:2]2[CH:3]=[CH:4][CH:5]=[CH:6][CH:7]=2)=[CH:17][CH:16]=[C:15]([O:18][CH3:19])[C:11]=1[C:12]([NH2:14])=[O:13].